This data is from CYP2C9 inhibition data for predicting drug metabolism from PubChem BioAssay. The task is: Regression/Classification. Given a drug SMILES string, predict its absorption, distribution, metabolism, or excretion properties. Task type varies by dataset: regression for continuous measurements (e.g., permeability, clearance, half-life) or binary classification for categorical outcomes (e.g., BBB penetration, CYP inhibition). Dataset: cyp2c9_veith. (1) The compound is NCC[C@@H](N)CSP(=O)(O)O. The result is 0 (non-inhibitor). (2) The molecule is COc1cc(C2C(C#N)=C(N)Oc3cc(O)ccc32)cc(OC)c1OC. The result is 1 (inhibitor). (3) The compound is O=C(CN1CCN(CC(=O)Nc2ccccc2Cl)CC1)Nc1ccc2c(c1)OCCO2. The result is 1 (inhibitor). (4) The molecule is CCC/C=C(\CCC)C(NC(=O)Cc1ccccc1)c1ccc(C(=O)OC)cc1. The result is 1 (inhibitor). (5) The molecule is O=C(O)CCCCn1cnc2c(=S)nc[nH]c21. The result is 0 (non-inhibitor). (6) The compound is COc1cccc(-c2cncnc2NCc2cccs2)c1. The result is 1 (inhibitor). (7) The molecule is COC(=O)CSc1cc(C(F)(F)F)nc(-c2ccccn2)n1. The result is 0 (non-inhibitor). (8) The compound is CCOc1ccc(/C=N/NC(=O)COc2ccccc2-c2ccccc2)cc1. The result is 1 (inhibitor).